From a dataset of Full USPTO retrosynthesis dataset with 1.9M reactions from patents (1976-2016). Predict the reactants needed to synthesize the given product. (1) Given the product [C:2]1([CH3:1])[C:7]([C:8]([O:10][CH2:11][C:12]([CH3:13])([CH2:21][CH3:22])[CH:15]([O:20][C:8]([C:7]2[C:2]([CH3:1])=[CH:3][CH:4]=[CH:5][CH:6]=2)=[O:9])[CH:16]([CH3:19])[CH2:17][CH3:18])=[O:9])=[CH:6][CH:5]=[CH:4][CH:3]=1, predict the reactants needed to synthesize it. The reactants are: [CH3:1][C:2]1[CH:3]=[CH:4][CH:5]=[CH:6][C:7]=1[C:8]([OH:10])=[O:9].[CH3:11][C:12]([CH2:21][CH3:22])([CH:15]([OH:20])[CH:16]([CH3:19])[CH2:17][CH3:18])[CH2:13]O. (2) Given the product [Br:1][C:2]1[CH:7]=[C:6]([CH3:8])[CH:5]=[C:4]([CH2:9][Br:17])[CH:3]=1, predict the reactants needed to synthesize it. The reactants are: [Br:1][C:2]1[CH:7]=[C:6]([CH3:8])[CH:5]=[C:4]([CH3:9])[CH:3]=1.C1C(=O)N([Br:17])C(=O)C1. (3) Given the product [F:1][C:2]1[CH:40]=[C:39]([F:41])[CH:38]=[CH:37][C:3]=1[O:4][C:5]1[C:13]2[NH:12][C:11](=[O:14])[N:10]([CH3:15])[C:9]=2[CH:8]=[CH:7][C:6]=1[C:16]1[C:17]2[CH:26]=[CH:25][NH:24][C:18]=2[C:19](=[O:23])[N:20]([CH3:22])[CH:21]=1, predict the reactants needed to synthesize it. The reactants are: [F:1][C:2]1[CH:40]=[C:39]([F:41])[CH:38]=[CH:37][C:3]=1[O:4][C:5]1[C:13]2[NH:12][C:11](=[O:14])[N:10]([CH3:15])[C:9]=2[CH:8]=[CH:7][C:6]=1[C:16]1[C:17]2[CH:26]=[CH:25][N:24](S(C3C=CC(C)=CC=3)(=O)=O)[C:18]=2[C:19](=[O:23])[N:20]([CH3:22])[CH:21]=1.[OH-].[Na+].O. (4) Given the product [CH2:36]([O:35][CH2:34][CH2:33][O:1][C@@H:2]1[C@H:6]2[O:7][C:8]([CH3:10])([CH3:11])[O:9][C@H:5]2[C@H:4]([NH:12][C:13](=[O:19])[O:14][C:15]([CH3:18])([CH3:17])[CH3:16])[CH2:3]1)[C:37]1[CH:42]=[CH:41][CH:40]=[CH:39][CH:38]=1, predict the reactants needed to synthesize it. The reactants are: [OH:1][C@@H:2]1[C@H:6]2[O:7][C:8]([CH3:11])([CH3:10])[O:9][C@H:5]2[C@H:4]([NH:12][C:13](=[O:19])[O:14][C:15]([CH3:18])([CH3:17])[CH3:16])[CH2:3]1.[H-].[Na+].CC1C=CC(S(O[CH2:33][CH2:34][O:35][CH2:36][C:37]2[CH:42]=[CH:41][CH:40]=[CH:39][CH:38]=2)(=O)=O)=CC=1. (5) The reactants are: [Cl:1][C:2]1[CH:3]=[CH:4][C:5]([C:25](OC)=[O:26])=[C:6]2[C:10]=1[N:9]=[C:8]1[N:11]([C:16]3[CH:21]=[CH:20][C:19]([O:22][CH3:23])=[CH:18][C:17]=3[Cl:24])[CH2:12][CH2:13][CH2:14][CH2:15][N:7]21.[BH4-].[Li+]. Given the product [Cl:1][C:2]1[C:10]2[N:9]=[C:8]3[N:11]([C:16]4[CH:21]=[CH:20][C:19]([O:22][CH3:23])=[CH:18][C:17]=4[Cl:24])[CH2:12][CH2:13][CH2:14][CH2:15][N:7]3[C:6]=2[C:5]([CH2:25][OH:26])=[CH:4][CH:3]=1, predict the reactants needed to synthesize it. (6) Given the product [NH:30]1[C:38]2[C:33](=[CH:34][C:35]([O:1][C:2]3[CH:3]=[C:4]([C:8]4[C:17]5[C:12](=[C:13]([C:18]([F:21])([F:19])[F:20])[CH:14]=[CH:15][CH:16]=5)[N:11]=[CH:10][C:9]=4[C:22]([C:24]4[CH:25]=[CH:26][CH:27]=[CH:28][CH:29]=4)=[O:23])[CH:5]=[CH:6][CH:7]=3)=[CH:36][CH:37]=2)[CH:32]=[CH:31]1, predict the reactants needed to synthesize it. The reactants are: [OH:1][C:2]1[CH:3]=[C:4]([C:8]2[C:17]3[C:12](=[C:13]([C:18]([F:21])([F:20])[F:19])[CH:14]=[CH:15][CH:16]=3)[N:11]=[CH:10][C:9]=2[C:22]([C:24]2[CH:29]=[CH:28][CH:27]=[CH:26][CH:25]=2)=[O:23])[CH:5]=[CH:6][CH:7]=1.[NH:30]1[C:38]2[C:33](=[CH:34][C:35](B(O)O)=[CH:36][CH:37]=2)[CH:32]=[CH:31]1. (7) Given the product [OH:14][C:12]1[C:3]2[C:2](=[C:6]([C:7]([O:9][CH2:10][CH3:11])=[O:8])[S:5][N:4]=2)[N:1]=[CH:15][N:13]=1, predict the reactants needed to synthesize it. The reactants are: [NH2:1][C:2]1[C:3]([C:12](=[O:14])[NH2:13])=[N:4][S:5][C:6]=1[C:7]([O:9][CH2:10][CH3:11])=[O:8].[CH:15]([O-])([O-])OCC.C(OC(=O)C)(=O)C.